This data is from Full USPTO retrosynthesis dataset with 1.9M reactions from patents (1976-2016). The task is: Predict the reactants needed to synthesize the given product. (1) Given the product [Cl:1][C:2]1[CH:3]=[C:4]([NH2:16])[CH:5]=[CH:6][C:7]=1[O:8][CH2:9][C:10]1[CH:15]=[CH:14][CH:13]=[CH:12][N:11]=1, predict the reactants needed to synthesize it. The reactants are: [Cl:1][C:2]1[CH:3]=[C:4]([N+:16]([O-])=O)[CH:5]=[CH:6][C:7]=1[O:8][CH2:9][C:10]1[CH:15]=[CH:14][CH:13]=[CH:12][N:11]=1. (2) Given the product [Cl:1][C:2]1[CH:3]=[C:4]([C:10]2[C:11]([CH3:29])=[N:12][N:13]([CH2:16][C:17]3[CH:25]=[CH:24][C:20]4[C:21](=[O:22])[O:23][C:26](=[O:28])[C:19]=4[CH:18]=3)[C:14]=2[CH3:15])[CH:5]=[CH:6][C:7]=1[C:8]#[N:9], predict the reactants needed to synthesize it. The reactants are: [Cl:1][C:2]1[CH:3]=[C:4]([C:10]2[C:11]([CH3:29])=[N:12][N:13]([CH2:16][C:17]3[CH:18]=[C:19]([C:26]([OH:28])=O)[C:20](=[CH:24][CH:25]=3)[C:21]([OH:23])=[O:22])[C:14]=2[CH3:15])[CH:5]=[CH:6][C:7]=1[C:8]#[N:9].C(OC(=O)C)(=O)C. (3) Given the product [Br:1][C:2]1[CH:7]=[CH:6][C:5]([O:8][CH3:9])=[C:4]([C:14](=[O:15])[CH2:13][CH2:12][CH2:11][Cl:10])[CH:3]=1, predict the reactants needed to synthesize it. The reactants are: [Br:1][C:2]1[CH:7]=[CH:6][C:5]([O:8][CH3:9])=[CH:4][CH:3]=1.[Cl:10][CH2:11][CH2:12][CH2:13][C:14](Cl)=[O:15].[Cl-].[Al+3].[Cl-].[Cl-]. (4) The reactants are: [NH:1]1[CH2:6][CH2:5][CH2:4][CH2:3][CH2:2]1.[NH2:7][C:8]1[N:12]2[N:13]=[C:14](Cl)[CH:15]=[CH:16][C:11]2=[N:10][N:9]=1. Given the product [N:1]1([C:14]2[CH:15]=[CH:16][C:11]3[N:12]([C:8]([NH2:7])=[N:9][N:10]=3)[N:13]=2)[CH2:6][CH2:5][CH2:4][CH2:3][CH2:2]1, predict the reactants needed to synthesize it. (5) Given the product [Cl:7][C:8]1[CH:15]=[CH:14][C:11]([CH:12]([C:6]2[N:2]([CH3:1])[N:3]=[CH:4][CH:5]=2)[OH:13])=[CH:10][CH:9]=1, predict the reactants needed to synthesize it. The reactants are: [CH3:1][N:2]1[CH:6]=[CH:5][CH:4]=[N:3]1.[Cl:7][C:8]1[CH:15]=[CH:14][C:11]([CH:12]=[O:13])=[CH:10][CH:9]=1.[Cl-].[NH4+].